Dataset: Full USPTO retrosynthesis dataset with 1.9M reactions from patents (1976-2016). Task: Predict the reactants needed to synthesize the given product. (1) Given the product [CH2:1]([O:3][C:4]([C:6]1[CH:7]=[C:8]([C:12]2[CH:13]=[CH:14][C:15]([OH:18])=[CH:16][CH:17]=2)[CH:9]=[CH:10][CH:11]=1)=[O:5])[CH3:2], predict the reactants needed to synthesize it. The reactants are: [CH2:1]([O:3][C:4]([C:6]1[CH:7]=[C:8]([C:12]2[CH:17]=[CH:16][C:15]([O:18]CC3C=CC=CC=3)=[CH:14][CH:13]=2)[CH:9]=[CH:10][CH:11]=1)=[O:5])[CH3:2].Cl.FC(F)(F)C(O)=O. (2) Given the product [OH:8][C:7]1[C@@H:5]([C@@H:3]([OH:4])[CH2:2][OH:1])[O:6][C:11](=[O:12])[C:9]=1[OH:10].[OH:24][CH2:23][C@@H:21]([C@H:19]([C@@H:17]([C@@H:15]([CH2:14][OH:13])[OH:16])[OH:18])[OH:20])[OH:22].[OH:32][CH2:31][C:29]([C@H:28]([C@@H:27]([C@H:26]([CH2:25][OH:36])[OH:35])[OH:34])[OH:33])=[O:30].[CH2:11]([OH:12])[C@H:9]([OH:10])[C@@H:7]([OH:8])[C@H:5]([OH:6])[C:3]([CH:2]=[O:1])=[O:4], predict the reactants needed to synthesize it. The reactants are: [OH:1][CH2:2][C@@H:3]([C@H:5]([C@@H:7]([C@@H:9]([CH2:11][OH:12])[OH:10])[OH:8])[OH:6])[OH:4].[OH:13][CH2:14][C:15]([C@H:17]([C@@H:19]([C@H:21]([CH2:23][OH:24])[OH:22])[OH:20])[OH:18])=[O:16].[CH2:25]([OH:36])[C@H:26]([OH:35])[C@@H:27]([OH:34])[C@H:28]([OH:33])[C:29]([CH:31]=[O:32])=[O:30]. (3) The reactants are: [CH3:1][O:2][C:3]1[CH:8]=[CH:7][C:6]([NH:9][NH:10][C:11](=[O:18])[CH2:12][C:13](OCC)=[O:14])=[CH:5][CH:4]=1.CC[O-].[Na+]. Given the product [CH3:1][O:2][C:3]1[CH:8]=[CH:7][C:6]([N:9]2[C:13](=[O:14])[CH2:12][C:11](=[O:18])[NH:10]2)=[CH:5][CH:4]=1, predict the reactants needed to synthesize it. (4) Given the product [ClH:24].[NH2:7][C@H:8]([C:14]([N:16]1[CH2:20][CH2:19][C:18]([F:21])([F:22])[CH2:17]1)=[O:15])[CH2:9][CH2:10][CH2:11][CH2:12][NH:13][C:36]([C:34]1[C:33]([CH3:39])=[N:32][N:31]([C:28]2[CH:29]=[CH:30][C:25]([Cl:24])=[CH:26][CH:27]=2)[N:35]=1)=[O:37], predict the reactants needed to synthesize it. The reactants are: C(OC(=O)[NH:7][C@H:8]([C:14]([N:16]1[CH2:20][CH2:19][C:18]([F:22])([F:21])[CH2:17]1)=[O:15])[CH2:9][CH2:10][CH2:11][CH2:12][NH2:13])(C)(C)C.[Cl:24][C:25]1[CH:30]=[CH:29][C:28]([N:31]2[N:35]=[C:34]([C:36](O)=[O:37])[C:33]([CH3:39])=[N:32]2)=[CH:27][CH:26]=1. (5) Given the product [F:26][C:27]([F:32])([F:31])[C:28]([OH:30])=[O:29].[CH:1]1([CH:5]2[C:17]3[C:18]4[N:9]([CH2:10][CH2:11][NH:12][C:13]=4[CH:14]=[CH:15][CH:16]=3)[CH2:8][CH2:7][NH:6]2)[CH2:2][CH2:3][CH2:4]1, predict the reactants needed to synthesize it. The reactants are: [CH:1]1([CH:5]2[C:17]3[C:18]4[N:9]([CH2:10][CH:11](C(OC(C)(C)C)=O)[NH:12][C:13]=4[CH:14]=[CH:15][CH:16]=3)[CH2:8][CH2:7][NH:6]2)[CH2:4][CH2:3][CH2:2]1.[F:26][C:27]([F:32])([F:31])[C:28]([OH:30])=[O:29]. (6) Given the product [CH3:1][O:2][C:3]1[CH:4]=[C:5]2[C:10](=[CH:11][C:12]=1[O:13][CH3:14])[N:9]=[CH:8][CH:7]=[C:6]2[O:15][C:16]1[CH:22]=[CH:21][C:19]([NH:20][C:36]([NH:53][CH:51]([C:48]2[CH:49]=[CH:50][C:45]([F:44])=[CH:46][CH:47]=2)[CH3:52])=[O:42])=[C:18]([O:23][CH3:24])[CH:17]=1, predict the reactants needed to synthesize it. The reactants are: [CH3:1][O:2][C:3]1[CH:4]=[C:5]2[C:10](=[CH:11][C:12]=1[O:13][CH3:14])[N:9]=[CH:8][CH:7]=[C:6]2[O:15][C:16]1[CH:22]=[CH:21][C:19]([NH2:20])=[C:18]([O:23][CH3:24])[CH:17]=1.C(N(CC)CC)C.ClC(Cl)(O[C:36](=[O:42])OC(Cl)(Cl)Cl)Cl.[F:44][C:45]1[CH:50]=[CH:49][C:48]([CH:51]([NH2:53])[CH3:52])=[CH:47][CH:46]=1.